The task is: Predict the reactants needed to synthesize the given product.. This data is from Full USPTO retrosynthesis dataset with 1.9M reactions from patents (1976-2016). (1) Given the product [F:21][C:2]1[N:7]=[C:6]([C:8]([NH2:10])=[O:9])[C:5]([O:11][CH3:12])=[N:4][CH:3]=1, predict the reactants needed to synthesize it. The reactants are: N[C:2]1[N:7]=[C:6]([C:8]([NH2:10])=[O:9])[C:5]([O:11][CH3:12])=[N:4][CH:3]=1.N([O-])=O.[Na+].C(Cl)(Cl)Cl.[FH:21].N1C=CC=CC=1. (2) The reactants are: Br.[Br:2][CH2:3][CH2:4][NH2:5].[C:6](O[C:6]([O:8][C:9]([CH3:12])([CH3:11])[CH3:10])=[O:7])([O:8][C:9]([CH3:12])([CH3:11])[CH3:10])=[O:7]. Given the product [C:9]([O:8][C:6](=[O:7])[NH:5][CH2:4][CH2:3][Br:2])([CH3:12])([CH3:11])[CH3:10], predict the reactants needed to synthesize it.